From a dataset of Reaction yield outcomes from USPTO patents with 853,638 reactions. Predict the reaction yield, written as a fraction of the theoretical maximum amount of product (1.0 means a 100% yield; for example, 0.34 means a 34% yield). (1) The reactants are [F:1][C:2]1[CH:7]=[C:6]([O:8][C:9]2[CH:14]=[CH:13][N:12]=[C:11]([NH:15][CH3:16])[C:10]=2[N+:17]([O-])=O)[CH:5]=[CH:4][C:3]=1[NH:20][C:21](=[O:27])[O:22][C:23]([CH3:26])([CH3:25])[CH3:24]. The catalyst is C(O)C.[Pd]. The product is [NH2:17][C:10]1[C:11]([NH:15][CH3:16])=[N:12][CH:13]=[CH:14][C:9]=1[O:8][C:6]1[CH:5]=[CH:4][C:3]([NH:20][C:21](=[O:27])[O:22][C:23]([CH3:25])([CH3:26])[CH3:24])=[C:2]([F:1])[CH:7]=1. The yield is 1.00. (2) The reactants are N1C=CN=C1.[Cl:6][C:7]1[CH:8]=[C:9]2[C:14](=[CH:15][C:16]=1[O:17]C(=O)C)[O:13][CH2:12][CH:11]([C:21]1[CH:26]=[CH:25][C:24]([O:27]C(=O)C)=[CH:23][CH:22]=1)[C:10]2=[O:31]. The catalyst is C(O)C. The product is [Cl:6][C:7]1[CH:8]=[C:9]2[C:14](=[CH:15][C:16]=1[OH:17])[O:13][CH2:12][CH:11]([C:21]1[CH:26]=[CH:25][C:24]([OH:27])=[CH:23][CH:22]=1)[C:10]2=[O:31]. The yield is 0.750. (3) The reactants are [C:1]([C:3]1[CH2:8][C:7]([O:11][CH3:12])([O:9][CH3:10])[C:6]([O:13][CH2:14][CH2:15][CH2:16]Cl)=[CH:5][C:4]=1[N:18]=[CH:19][N:20]([CH3:22])[CH3:21])#[N:2].[NH:23]1[CH2:28][CH2:27][CH2:26][CH2:25][CH2:24]1.C([O-])([O-])=O.[K+].[K+]. The catalyst is C(#N)C. The product is [C:1]([C:3]1[CH2:8][C:7]([O:11][CH3:12])([O:9][CH3:10])[C:6]([O:13][CH2:14][CH2:15][CH2:16][N:23]2[CH2:28][CH2:27][CH2:26][CH2:25][CH2:24]2)=[CH:5][C:4]=1[N:18]=[CH:19][N:20]([CH3:22])[CH3:21])#[N:2]. The yield is 1.00. (4) The reactants are [C:1]([OH:9])(=[O:8])[C:2]1[CH:7]=[CH:6][CH:5]=[CH:4][CH:3]=1.[C:10]1([CH2:16][CH2:17]O)[CH:15]=[CH:14][CH:13]=[CH:12][CH:11]=1. No catalyst specified. The product is [C:1]([O:9][CH2:17][CH2:16][C:10]1[CH:15]=[CH:14][CH:13]=[CH:12][CH:11]=1)(=[O:8])[C:2]1[CH:7]=[CH:6][CH:5]=[CH:4][CH:3]=1. The yield is 0.900. (5) The reactants are C([O-])([O-])=O.[Na+].[Na+].[C:7]([O:11][C:12](=[O:31])[NH:13][CH2:14][CH2:15][NH:16][S:17]([C:20]1[C:21]2[CH:22]=[CH:23][N:24]=[CH:25][C:26]=2[CH:27]=[C:28](Br)[CH:29]=1)(=[O:19])=[O:18])([CH3:10])([CH3:9])[CH3:8].[C:32]1(B(O)O)[CH:37]=[CH:36][CH:35]=[CH:34][CH:33]=1.[Na+].[Cl-]. The catalyst is O1CCOCC1.C1C=CC([P]([Pd]([P](C2C=CC=CC=2)(C2C=CC=CC=2)C2C=CC=CC=2)([P](C2C=CC=CC=2)(C2C=CC=CC=2)C2C=CC=CC=2)[P](C2C=CC=CC=2)(C2C=CC=CC=2)C2C=CC=CC=2)(C2C=CC=CC=2)C2C=CC=CC=2)=CC=1.C(Cl)Cl.CCOC(C)=O. The product is [C:7]([O:11][C:12](=[O:31])[NH:13][CH2:14][CH2:15][NH:16][S:17]([C:20]1[C:21]2[CH:22]=[CH:23][N:24]=[CH:25][C:26]=2[CH:27]=[C:28]([C:32]2[CH:37]=[CH:36][CH:35]=[CH:34][CH:33]=2)[CH:29]=1)(=[O:19])=[O:18])([CH3:10])([CH3:9])[CH3:8]. The yield is 0.940. (6) The reactants are [F:1][C@@H:2]1[CH2:6][CH2:5][N:4]([C:7]2[N:16]=[CH:15][CH:14]=[CH:13][C:8]=2[C:9](OC)=[O:10])[CH2:3]1.[H-].[Al+3].[Li+].[H-].[H-].[H-].O.[OH-].[Na+]. The catalyst is C1COCC1. The product is [F:1][C@@H:2]1[CH2:6][CH2:5][N:4]([C:7]2[C:8]([CH2:9][OH:10])=[CH:13][CH:14]=[CH:15][N:16]=2)[CH2:3]1. The yield is 0.920. (7) The reactants are [C:1]1([S:7]([N:10]2[C:14]3=[N:15][CH:16]=[C:17]([N+:30]([O-])=O)[C:18]([NH:19][CH:20]4[CH2:25][CH2:24][N:23]([CH2:26][CH2:27][C:28]#[N:29])[CH2:22][CH2:21]4)=[C:13]3[CH:12]=[CH:11]2)(=[O:9])=[O:8])[CH:6]=[CH:5][CH:4]=[CH:3][CH:2]=1. The catalyst is [Pd].CCOC(C)=O. The product is [NH2:30][C:17]1[C:18]([NH:19][CH:20]2[CH2:21][CH2:22][N:23]([CH2:26][CH2:27][C:28]#[N:29])[CH2:24][CH2:25]2)=[C:13]2[CH:12]=[CH:11][N:10]([S:7]([C:1]3[CH:2]=[CH:3][CH:4]=[CH:5][CH:6]=3)(=[O:9])=[O:8])[C:14]2=[N:15][CH:16]=1. The yield is 0.750.